Dataset: Forward reaction prediction with 1.9M reactions from USPTO patents (1976-2016). Task: Predict the product of the given reaction. (1) Given the reactants [CH3:1][O:2][C:3](=[O:31])[C:4]1[CH:9]=[CH:8][C:7]([CH2:10][N:11]2[CH:15]=[C:14]([C:16]3[CH:21]=[CH:20][C:19]([Cl:22])=[CH:18][C:17]=3[Cl:23])[N:13]=[C:12]2[C:24]2[CH:29]=[CH:28][C:27](Br)=[CH:26][CH:25]=2)=[CH:6][CH:5]=1.[OH:32][C:33]1[CH:38]=[CH:37][C:36](B(O)O)=[CH:35][CH:34]=1, predict the reaction product. The product is: [CH3:1][O:2][C:3](=[O:31])[C:4]1[CH:9]=[CH:8][C:7]([CH2:10][N:11]2[CH:15]=[C:14]([C:16]3[CH:21]=[CH:20][C:19]([Cl:22])=[CH:18][C:17]=3[Cl:23])[N:13]=[C:12]2[C:24]2[CH:29]=[CH:28][C:27]([C:36]3[CH:37]=[CH:38][C:33]([OH:32])=[CH:34][CH:35]=3)=[CH:26][CH:25]=2)=[CH:6][CH:5]=1. (2) Given the reactants [C:1]([C:3]1[CH:11]=[CH:10][C:9]2[C:5](=[C:6](SC)C(=O)[N:8]=2)[CH:4]=1)#[N:2].[OH-:15].[K+].C[OH:18], predict the reaction product. The product is: [NH2:8][C:9]1[CH:10]=[CH:11][C:3]([C:1]#[N:2])=[CH:4][C:5]=1[C:6]([OH:18])=[O:15].